Dataset: Reaction yield outcomes from USPTO patents with 853,638 reactions. Task: Predict the reaction yield, written as a fraction of the theoretical maximum amount of product (1.0 means a 100% yield; for example, 0.34 means a 34% yield). The catalyst is ClC1C=CC=CC=1. The yield is 0.380. The reactants are [F:1][C:2]1[CH:7]=[C:6]([N+:8]([O-:10])=[O:9])[C:5]([F:11])=[CH:4][C:3]=1[OH:12].[Br:13][C:14]1[CH:15]=[N:16][CH:17]=[CH:18][C:19]=1Cl. The product is [Br:13][C:14]1[CH:15]=[N:16][CH:17]=[CH:18][C:19]=1[O:12][C:3]1[CH:4]=[C:5]([F:11])[C:6]([N+:8]([O-:10])=[O:9])=[CH:7][C:2]=1[F:1].